Dataset: Full USPTO retrosynthesis dataset with 1.9M reactions from patents (1976-2016). Task: Predict the reactants needed to synthesize the given product. (1) Given the product [CH3:12][C:9]([CH3:13])([CH2:10][CH3:11])[C:8]([C:15]1[CH:16]=[N:17][CH:18]=[N:19][CH:20]=1)([C:5]1[CH:4]=[CH:3][C:2]([C:27]2[CH:26]=[CH:25][C:24]([O:23][C:22]([F:21])([F:33])[F:34])=[CH:29][CH:28]=2)=[CH:7][N:6]=1)[OH:14], predict the reactants needed to synthesize it. The reactants are: Br[C:2]1[CH:3]=[CH:4][C:5]([C:8]([C:15]2[CH:16]=[N:17][CH:18]=[N:19][CH:20]=2)([OH:14])[C:9]([CH3:13])([CH3:12])[CH2:10][CH3:11])=[N:6][CH:7]=1.[F:21][C:22]([F:34])([F:33])[O:23][C:24]1[CH:29]=[CH:28][C:27](B(O)O)=[CH:26][CH:25]=1. (2) The reactants are: [CH:1]1([CH2:4][NH:5][C:6]2[CH:11]=[CH:10][C:9]([S:12]([CH3:15])(=[O:14])=[O:13])=[CH:8][C:7]=2[C:16]2[C:24]3[C:19](=[C:20]([O:25]C)[N:21]=[CH:22][CH:23]=3)[N:18]([CH3:27])[CH:17]=2)[CH2:3][CH2:2]1.Cl.O1CCOCC1. Given the product [CH:1]1([CH2:4][NH:5][C:6]2[CH:11]=[CH:10][C:9]([S:12]([CH3:15])(=[O:14])=[O:13])=[CH:8][C:7]=2[C:16]2[C:24]3[CH:23]=[CH:22][NH:21][C:20](=[O:25])[C:19]=3[N:18]([CH3:27])[CH:17]=2)[CH2:3][CH2:2]1, predict the reactants needed to synthesize it. (3) The reactants are: [C:1]([CH2:4][CH2:5][CH2:6][O:7][C:8]1[CH:13]=[CH:12][C:11]([S:14]([C:17]2([C:23](OC(C)(C)C)=[O:24])[CH2:22][CH2:21][O:20][CH2:19][CH2:18]2)(=[O:16])=[O:15])=[CH:10][CH:9]=1)(O)=[O:2].O.[OH:31][N:32]1C2C=CC=CC=2N=N1.[C:41]1([CH3:51])[C:42]([C:47]([NH:49][NH2:50])=O)=[CH:43][CH:44]=[CH:45][CH:46]=1.Cl.CN(C)CCCN=C=NCC. Given the product [OH:31][NH:32][C:23]([C:17]1([S:14]([C:11]2[CH:10]=[CH:9][C:8]([O:7][CH2:6][CH2:5][CH2:4][C:1]3[O:2][C:47]([C:42]4[CH:43]=[CH:44][CH:45]=[CH:46][C:41]=4[CH3:51])=[N:49][N:50]=3)=[CH:13][CH:12]=2)(=[O:16])=[O:15])[CH2:22][CH2:21][O:20][CH2:19][CH2:18]1)=[O:24], predict the reactants needed to synthesize it. (4) Given the product [NH2:12][CH2:15][CH:8]([OH:9])[C:7]1[CH:6]=[CH:5][C:4]([N+:1]([O-:3])=[O:2])=[CH:11][CH:10]=1, predict the reactants needed to synthesize it. The reactants are: [N+:1]([C:4]1[CH:11]=[CH:10][C:7]([CH:8]=[O:9])=[CH:6][CH:5]=1)([O-:3])=[O:2].[N+:12]([CH3:15])([O-])=O.